This data is from Catalyst prediction with 721,799 reactions and 888 catalyst types from USPTO. The task is: Predict which catalyst facilitates the given reaction. Reactant: [Mg].[F:2][C:3]1[CH:8]=[C:7]([F:9])[C:6]([F:10])=[CH:5][C:4]=1Br.[C:12]([N:19]1[C:27]2[C:22](=[CH:23][CH:24]=[CH:25][CH:26]=2)[CH:21]=[C:20]1C=O)([O:14][C:15]([CH3:18])([CH3:17])[CH3:16])=[O:13].C(O)(=O)C[C:32](CC(O)=O)(C(O)=O)[OH:33]. Product: [C:15]([O:14][C:12]([N:19]1[C:27]2[C:22](=[CH:23][CH:24]=[CH:25][CH:26]=2)[C:21]([CH:32]([OH:33])[C:4]2[CH:5]=[C:6]([F:10])[C:7]([F:9])=[CH:8][C:3]=2[F:2])=[CH:20]1)=[O:13])([CH3:16])([CH3:17])[CH3:18]. The catalyst class is: 1.